Dataset: Catalyst prediction with 721,799 reactions and 888 catalyst types from USPTO. Task: Predict which catalyst facilitates the given reaction. (1) Reactant: [C:1]([O:5][C:6](=[O:18])[CH2:7][CH2:8][C:9]1[CH:10]=[C:11]([CH:15]=[CH:16][CH:17]=1)[C:12]([OH:14])=O)([CH3:4])([CH3:3])[CH3:2].CN(C(ON1N=NC2C=CC=NC1=2)=[N+](C)C)C.F[P-](F)(F)(F)(F)F.CCN(C(C)C)C(C)C.[NH2:52][C:53]1[CH:58]=[CH:57][CH:56]=[CH:55][C:54]=1/[CH:59]=[CH:60]/[C:61]([O:63][CH3:64])=[O:62]. Product: [C:1]([O:5][C:6](=[O:18])[CH2:7][CH2:8][C:9]1[CH:10]=[C:11]([CH:15]=[CH:16][CH:17]=1)[C:12]([NH:52][C:53]1[CH:58]=[CH:57][CH:56]=[CH:55][C:54]=1/[CH:59]=[CH:60]/[C:61]([O:63][CH3:64])=[O:62])=[O:14])([CH3:2])([CH3:3])[CH3:4]. The catalyst class is: 229. (2) Product: [OH:5][C:3]([CH3:6])([CH3:4])[CH2:2][NH:1][C:8]1=[N:9][C:10](=[O:13])[S:11]/[C:12]/1=[CH:14]\[C:16]1[CH:34]=[CH:33][C:19]([O:20][C:21]2[CH:28]=[CH:27][C:24]([C:25]#[N:26])=[CH:23][C:22]=2[C:29]([F:30])([F:31])[F:32])=[C:18]([O:35][CH3:36])[CH:17]=1. The catalyst class is: 8. Reactant: [NH2:1][CH2:2][C:3]([CH3:6])([OH:5])[CH3:4].S=[C:8]1[CH2:12][S:11][C:10](=[O:13])[NH:9]1.[CH:14]([C:16]1[CH:34]=[CH:33][C:19]([O:20][C:21]2[CH:28]=[CH:27][C:24]([C:25]#[N:26])=[CH:23][C:22]=2[C:29]([F:32])([F:31])[F:30])=[C:18]([O:35][CH3:36])[CH:17]=1)=O.CC(C)([O-])C.[K+].[Cl-].[NH4+]. (3) Reactant: [C:1]([C:3]1[CH:8]=[CH:7][C:6]([C:9]2([F:33])[CH2:14][CH2:13][N:12]([C:15]([C:17]3[C:18]([CH2:31][CH3:32])=[CH:19][C:20]([CH:27]4[CH2:30][CH2:29][CH2:28]4)=[C:21]([CH:26]=3)[C:22]([NH:24][NH2:25])=[O:23])=[O:16])[CH2:11][CH2:10]2)=[CH:5][CH:4]=1)#[N:2].C(=O)(O)[O-].[Na+].Br[C:40]#[N:41]. Product: [NH2:41][C:40]1[O:23][C:22]([C:21]2[C:20]([CH:27]3[CH2:30][CH2:29][CH2:28]3)=[CH:19][C:18]([CH2:31][CH3:32])=[C:17]([CH:26]=2)[C:15]([N:12]2[CH2:11][CH2:10][C:9]([C:6]3[CH:5]=[CH:4][C:3]([C:1]#[N:2])=[CH:8][CH:7]=3)([F:33])[CH2:14][CH2:13]2)=[O:16])=[N:24][N:25]=1. The catalyst class is: 38.